This data is from Full USPTO retrosynthesis dataset with 1.9M reactions from patents (1976-2016). The task is: Predict the reactants needed to synthesize the given product. (1) Given the product [N:21]1[C:20]2[C:19]3[CH:18]=[CH:17][C:12]([C:13]([O:15][CH3:16])=[O:14])=[CH:11][C:10]=3[CH2:9][O:8][C:25]=2[CH:24]=[N:23][CH:22]=1, predict the reactants needed to synthesize it. The reactants are: [Si]([O:8][CH2:9][C:10]1[CH:11]=[C:12]([CH:17]=[CH:18][C:19]=1[C:20]1[C:25](F)=[CH:24][N:23]=[CH:22][N:21]=1)[C:13]([O:15][CH3:16])=[O:14])(C(C)(C)C)(C)C.CCCC[N+](CCCC)(CCCC)CCCC.[F-]. (2) Given the product [C:19]([C:12]1[CH:11]=[C:10]2[C:15]([C:16]3[C:17](=[O:18])[C:5]4[CH:4]=[CH:3][C:2]([O:1][S:28](=[O:30])(=[O:29])[N:27]([CH3:32])[CH3:26])=[CH:23][C:6]=4[C:7]([CH3:21])([CH3:22])[C:8]=3[NH:9]2)=[CH:14][CH:13]=1)#[N:20], predict the reactants needed to synthesize it. The reactants are: [OH:1][C:2]1[CH:3]=[CH:4][C:5]2[C:17](=[O:18])[C:16]3[C:15]4[C:10](=[CH:11][C:12]([C:19]#[N:20])=[CH:13][CH:14]=4)[NH:9][C:8]=3[C:7]([CH3:22])([CH3:21])[C:6]=2[CH:23]=1.[H-].[Na+].[CH3:26][N:27]([CH3:32])[S:28](Cl)(=[O:30])=[O:29].O. (3) Given the product [F:1][C:2]1[CH:14]=[CH:13][C:5]([C:6]([O:8][C:9]([CH3:12])([CH3:11])[CH3:10])=[O:7])=[CH:4][C:3]=1[CH2:15][N:16]([C:37](=[O:38])[C@@H:36]([CH2:39][OH:40])[NH:35][C:33]([O:32][CH2:25][C:26]1[CH:31]=[CH:30][CH:29]=[CH:28][CH:27]=1)=[O:34])[CH2:17][CH2:18][C:19]1[CH:20]=[CH:21][CH:22]=[CH:23][CH:24]=1, predict the reactants needed to synthesize it. The reactants are: [F:1][C:2]1[CH:14]=[CH:13][C:5]([C:6]([O:8][C:9]([CH3:12])([CH3:11])[CH3:10])=[O:7])=[CH:4][C:3]=1[CH2:15][NH:16][CH2:17][CH2:18][C:19]1[CH:24]=[CH:23][CH:22]=[CH:21][CH:20]=1.[CH2:25]([O:32][C:33]([NH:35][C@@H:36]([C:39](O)=[O:40])[CH2:37][OH:38])=[O:34])[C:26]1[CH:31]=[CH:30][CH:29]=[CH:28][CH:27]=1.C1C=CC2N(O)N=NC=2C=1.O.CCN(CC)CC.CCN=C=NCCCN(C)C.Cl. (4) Given the product [CH3:12][O:13][C:14](=[O:32])[C@@H:15]([N:17]([C:22]([O:24][CH2:25][C:26]1[CH:31]=[CH:30][CH:29]=[CH:28][CH:27]=1)=[O:23])[CH2:18][C:19](=[O:3])[CH3:20])[CH3:16], predict the reactants needed to synthesize it. The reactants are: ClC(OCC1C=CC=CC=1)=[O:3].[CH3:12][O:13][C:14](=[O:32])[C@@H:15]([N:17]([C:22]([O:24][CH2:25][C:26]1[CH:31]=[CH:30][CH:29]=[CH:28][CH:27]=1)=[O:23])[CH2:18][C:19](C)=[CH2:20])[CH3:16].COC(=O)[C@@H](N(C(OCC1C=CC=CC=1)=O)CC(C)C)C.I([O-])(=O)(=O)=O.[Na+]. (5) The reactants are: C([O:4][CH2:5][C:6]1[C:10]([C:11]2[CH:16]=[CH:15][CH:14]=[CH:13][C:12]=2[CH:17]=[O:18])=[C:9]([CH3:19])[O:8][N:7]=1)(=O)C.[Cl:20][C:21]1[CH:26]=[CH:25][C:24]([Mg]Br)=[CH:23][CH:22]=1.[Cl-].[NH4+].O.[OH-].[Li+]. Given the product [Cl:20][C:21]1[CH:26]=[CH:25][C:24]([CH:17]([C:12]2[CH:13]=[CH:14][CH:15]=[CH:16][C:11]=2[C:10]2[C:6]([CH2:5][OH:4])=[N:7][O:8][C:9]=2[CH3:19])[OH:18])=[CH:23][CH:22]=1, predict the reactants needed to synthesize it. (6) Given the product [F:16][C:15]1[CH:14]=[C:5]([CH2:6][N:7]2[CH2:12][CH2:11][O:10][CH2:9][C@@H:8]2[CH3:13])[C:4]([F:17])=[CH:3][C:2]=1[NH:25][C:22]1[N:21]=[C:20]([C:26]2[N:30]([CH:31]3[CH2:32][CH2:33][O:34][CH2:35][CH2:36]3)[C:29]([CH3:37])=[N:28][CH:27]=2)[C:19]([F:18])=[CH:24][N:23]=1, predict the reactants needed to synthesize it. The reactants are: Br[C:2]1[C:15]([F:16])=[CH:14][C:5]([CH2:6][N:7]2[CH2:12][CH2:11][O:10][CH2:9][C@@H:8]2[CH3:13])=[C:4]([F:17])[CH:3]=1.[F:18][C:19]1[C:20]([C:26]2[N:30]([CH:31]3[CH2:36][CH2:35][O:34][CH2:33][CH2:32]3)[C:29]([CH3:37])=[N:28][CH:27]=2)=[N:21][C:22]([NH2:25])=[N:23][CH:24]=1.CC(C)([O-])C.[K+].CC(C1C=C(C(C)C)C(C2C=CC=CC=2P(C2CCCCC2)C2CCCCC2)=C(C(C)C)C=1)C.